From a dataset of Reaction yield outcomes from USPTO patents with 853,638 reactions. Predict the reaction yield, written as a fraction of the theoretical maximum amount of product (1.0 means a 100% yield; for example, 0.34 means a 34% yield). (1) The reactants are Br[C:2]1[CH:10]=[CH:9][CH:8]=[C:7]2[C:3]=1[C:4]1([C:20]3=[CH:21][C:22]4[O:26][CH2:25][O:24][C:23]=4[CH:27]=[C:19]3[O:18][CH2:17]1)[C:5](=[O:16])[N:6]2[CH2:11][CH2:12][CH2:13][CH2:14][CH3:15].[NH2:28][C:29]1[CH:30]=[CH:31][C:32]([O:35][CH3:36])=[N:33][CH:34]=1.C1C=CC(P(C2C(C3C(P(C4C=CC=CC=4)C4C=CC=CC=4)=CC=C4C=3C=CC=C4)=C3C(C=CC=C3)=CC=2)C2C=CC=CC=2)=CC=1.C[O-].[Na+]. The catalyst is C1C=CC(/C=C/C(/C=C/C2C=CC=CC=2)=O)=CC=1.C1C=CC(/C=C/C(/C=C/C2C=CC=CC=2)=O)=CC=1.C1C=CC(/C=C/C(/C=C/C2C=CC=CC=2)=O)=CC=1.[Pd].[Pd]. The product is [CH3:36][O:35][C:32]1[N:33]=[CH:34][C:29]([NH:28][C:2]2[CH:10]=[CH:9][CH:8]=[C:7]3[C:3]=2[C:4]2([C:20]4=[CH:21][C:22]5[O:26][CH2:25][O:24][C:23]=5[CH:27]=[C:19]4[O:18][CH2:17]2)[C:5](=[O:16])[N:6]3[CH2:11][CH2:12][CH2:13][CH2:14][CH3:15])=[CH:30][CH:31]=1. The yield is 0.540. (2) The reactants are Cl[C:2]1[CH:7]=[C:6]([C:8]#[N:9])[CH:5]=[CH:4][N:3]=1.[CH2:10]([NH2:16])[CH2:11][CH2:12][CH2:13][CH2:14][CH3:15].O. The yield is 0.460. The product is [CH2:10]([NH:16][C:2]1[CH:7]=[C:6]([CH:5]=[CH:4][N:3]=1)[C:8]#[N:9])[CH2:11][CH2:12][CH2:13][CH2:14][CH3:15]. The catalyst is CN1CCCC1=O. (3) The reactants are CC1(C)CO[C:5]2([CH2:9][C@@H:8]([C:10]([O:12][CH2:13][C:14]3[CH:19]=[CH:18][CH:17]=[CH:16][CH:15]=3)=[O:11])[CH2:7][CH2:6]2)[O:4]C1.Cl. The catalyst is C(O)C. The product is [O:4]=[C:5]1[CH2:6][CH2:7][C@H:8]([C:10]([O:12][CH2:13][C:14]2[CH:15]=[CH:16][CH:17]=[CH:18][CH:19]=2)=[O:11])[CH2:9]1. The yield is 0.800. (4) The reactants are Br[C:2]1[S:3][C:4](Br)=[C:5]([Br:13])[C:6]=1[CH2:7][CH2:8][CH2:9][CH2:10][CH2:11][CH3:12].C1COCC1.C([Li])CCC. The catalyst is O. The product is [Br:13][C:5]1[C:6]([CH2:7][CH2:8][CH2:9][CH2:10][CH2:11][CH3:12])=[CH:2][S:3][CH:4]=1. The yield is 0.826. (5) The reactants are [O:1]1[C:5]2[CH:6]=[CH:7][CH:8]=[CH:9][C:4]=2[N:3]=[C:2]1[C:10]1[CH:11]=[CH:12][C:13]([NH:17][CH:18]2[CH2:23][CH2:22][O:21][CH2:20][CH2:19]2)=[C:14]([CH:16]=1)[NH2:15].[Cl:24][C:25]1[CH:32]=[CH:31][CH:30]=[CH:29][C:26]=1[CH:27]=O.OOS([O-])=O.[K+].C(=O)([O-])[O-].[K+].[K+]. The catalyst is CN(C)C=O. The product is [O:1]1[C:5]2[CH:6]=[CH:7][CH:8]=[CH:9][C:4]=2[N:3]=[C:2]1[C:10]1[CH:11]=[CH:12][C:13]2[N:17]([CH:18]3[CH2:23][CH2:22][O:21][CH2:20][CH2:19]3)[C:27]([C:26]3[CH:29]=[CH:30][CH:31]=[CH:32][C:25]=3[Cl:24])=[N:15][C:14]=2[CH:16]=1. The yield is 0.960. (6) The reactants are [OH-].[K+].[Br:3][C:4]1[CH:22]=[CH:21][C:7]([C:8]([NH:10][C:11]2[CH:20]=[CH:19][C:14]([C:15]([O:17]C)=[O:16])=[CH:13][N:12]=2)=[O:9])=[CH:6][N:5]=1. The catalyst is CO.O. The product is [Br:3][C:4]1[CH:22]=[CH:21][C:7]([C:8]([NH:10][C:11]2[CH:20]=[CH:19][C:14]([C:15]([OH:17])=[O:16])=[CH:13][N:12]=2)=[O:9])=[CH:6][N:5]=1. The yield is 0.370.